From a dataset of Forward reaction prediction with 1.9M reactions from USPTO patents (1976-2016). Predict the product of the given reaction. (1) Given the reactants [NH:1]1[CH2:5][CH2:4][C:3]([C:6]2[CH:11]=[CH:10][C:9]([OH:12])=[CH:8][CH:7]=2)=[N:2]1.[CH3:13][O:14][C:15]1[C:20]([O:21][CH3:22])=[C:19]([O:23][CH3:24])[CH:18]=[CH:17][C:16]=1[CH2:25][C:26](O)=[O:27], predict the reaction product. The product is: [OH:12][C:9]1[CH:10]=[CH:11][C:6]([C:3]2[CH2:4][CH2:5][N:1]([C:26](=[O:27])[CH2:25][C:16]3[CH:17]=[CH:18][C:19]([O:23][CH3:24])=[C:20]([O:21][CH3:22])[C:15]=3[O:14][CH3:13])[N:2]=2)=[CH:7][CH:8]=1. (2) Given the reactants [CH3:1][C@@H:2]1[CH2:6][S:5](=[O:8])(=[O:7])[NH:4][CH2:3]1.Br[C:10]1[CH:15]=[CH:14][C:13]([C:16]([N:18]2[CH2:23][CH2:22][N:21]([C:24]3[C:29]([CH3:30])=[CH:28][C:27]([CH3:31])=[CH:26][N:25]=3)[CH2:20][CH2:19]2)=[O:17])=[C:12]([Cl:32])[CH:11]=1, predict the reaction product. The product is: [Cl:32][C:12]1[CH:11]=[C:10]([N:4]2[CH2:3][C@H:2]([CH3:1])[CH2:6][S:5]2(=[O:8])=[O:7])[CH:15]=[CH:14][C:13]=1[C:16]([N:18]1[CH2:19][CH2:20][N:21]([C:24]2[C:29]([CH3:30])=[CH:28][C:27]([CH3:31])=[CH:26][N:25]=2)[CH2:22][CH2:23]1)=[O:17]. (3) Given the reactants [CH:1](=O)[C:2]1[CH:7]=[CH:6][CH:5]=[CH:4][CH:3]=1.[CH3:9][O:10][C:11]1[CH:12]=[C:13]([CH2:19][CH2:20][NH2:21])[CH:14]=[CH:15][C:16]=1[O:17][CH3:18].[BH4-].[Na+], predict the reaction product. The product is: [CH2:1]([NH:21][CH2:20][CH2:19][C:13]1[CH:14]=[CH:15][C:16]([O:17][CH3:18])=[C:11]([O:10][CH3:9])[CH:12]=1)[C:2]1[CH:7]=[CH:6][CH:5]=[CH:4][CH:3]=1. (4) Given the reactants F[C:2]1[CH:7]=[CH:6][C:5]([N+:8]([O-:10])=[O:9])=[C:4]([O:11][CH3:12])[CH:3]=1.[OH-:13].[Na+].Cl, predict the reaction product. The product is: [CH3:12][O:11][C:4]1[CH:3]=[C:2]([OH:13])[CH:7]=[CH:6][C:5]=1[N+:8]([O-:10])=[O:9]. (5) The product is: [S:3]1[CH:4]=[CH:5][N:6]=[C:2]1[C:10]1[CH:11]=[CH:12][CH:13]=[CH:14][C:9]=1[CH2:8][OH:7]. Given the reactants Br[C:2]1[S:3][CH:4]=[CH:5][N:6]=1.[OH:7][CH2:8][C:9]1[CH:14]=[CH:13][CH:12]=[CH:11][C:10]=1B(O)O.C(=O)([O-])[O-].[Na+].[Na+].O, predict the reaction product.